Dataset: Peptide-MHC class I binding affinity with 185,985 pairs from IEDB/IMGT. Task: Regression. Given a peptide amino acid sequence and an MHC pseudo amino acid sequence, predict their binding affinity value. This is MHC class I binding data. (1) The peptide sequence is TICLKNEGV. The MHC is HLA-A02:03 with pseudo-sequence HLA-A02:03. The binding affinity (normalized) is 0.557. (2) The peptide sequence is IEELREHLL. The MHC is HLA-A11:01 with pseudo-sequence HLA-A11:01. The binding affinity (normalized) is 0. (3) The peptide sequence is TRVGTKHAIL. The MHC is HLA-B08:01 with pseudo-sequence HLA-B08:01. The binding affinity (normalized) is 0.508. (4) The peptide sequence is SWLVHKQWFL. The MHC is HLA-A23:01 with pseudo-sequence HLA-A23:01. The binding affinity (normalized) is 0.523. (5) The peptide sequence is YLVSFGVWI. The MHC is HLA-A68:01 with pseudo-sequence HLA-A68:01. The binding affinity (normalized) is 0.